Predict the product of the given reaction. From a dataset of Forward reaction prediction with 1.9M reactions from USPTO patents (1976-2016). (1) Given the reactants O=C1CCC(=O)N1O[C:9](=[O:20])[C:10]1[CH:15]=[CH:14][CH:13]=[CH:12][C:11]=1[O:16][CH2:17][C:18]#[CH:19].[C:21]([O:25][C:26](=[O:37])[NH:27][C@H:28]([C:34](=[O:36])[NH2:35])[CH2:29][CH2:30][CH2:31][CH2:32][NH2:33])([CH3:24])([CH3:23])[CH3:22].C(N(C(C)C)C(C)C)C, predict the reaction product. The product is: [C:21]([O:25][C:26](=[O:37])[NH:27][C@H:28]([C:34](=[O:36])[NH2:35])[CH2:29][CH2:30][CH2:31][CH2:32][NH:33][C:9](=[O:20])[C:10]1[CH:15]=[CH:14][CH:13]=[CH:12][C:11]=1[O:16][CH2:17][C:18]#[CH:19])([CH3:24])([CH3:22])[CH3:23]. (2) Given the reactants Br[C:2]1[CH:7]=[CH:6][C:5]([N:8]2[C:12]([C:13]3[CH:18]=[CH:17][CH:16]=[CH:15][C:14]=3[Cl:19])=[CH:11][C:10]([C:20]([OH:29])([C:25]([F:28])([F:27])[F:26])[C:21]([F:24])([F:23])[F:22])=[N:9]2)=[CH:4][CH:3]=1.[CH3:30][S:31]([C:34]1[CH:35]=[C:36](B(O)O)[CH:37]=[CH:38][CH:39]=1)(=[O:33])=[O:32].C([O-])([O-])=O.[K+].[K+].O, predict the reaction product. The product is: [Cl:19][C:14]1[CH:15]=[CH:16][CH:17]=[CH:18][C:13]=1[C:12]1[N:8]([C:5]2[CH:4]=[CH:3][C:2]([C:38]3[CH:37]=[CH:36][CH:35]=[C:34]([S:31]([CH3:30])(=[O:33])=[O:32])[CH:39]=3)=[CH:7][CH:6]=2)[N:9]=[C:10]([C:20]([OH:29])([C:21]([F:22])([F:24])[F:23])[C:25]([F:26])([F:27])[F:28])[CH:11]=1. (3) Given the reactants Cl[C:2]1[S:3][C:4]2[CH:10]=[CH:9][CH:8]=[CH:7][C:5]=2[N:6]=1.CC1(C)COB([C:18]2[CH:19]=[CH:20][C:21]([CH2:24][NH:25][C:26](=[O:32])[O:27][C:28]([CH3:31])(C)C)=[N:22][CH:23]=2)OC1.CO[C:36]1C=CC2N=C(C3C=NC(N)=NC=3)SC=2[CH:37]=1, predict the reaction product. The product is: [S:3]1[C:4]2[CH:10]=[CH:9][CH:8]=[CH:7][C:5]=2[N:6]=[C:2]1[C:18]1[CH:19]=[CH:20][C:21]([CH2:24][NH:25][C:26](=[O:32])[O:27][CH2:28][CH2:31][CH2:36][CH3:37])=[N:22][CH:23]=1. (4) The product is: [Cl:1][C:2]1[CH:18]=[CH:17][C:5]2[CH2:6][CH2:7][N:8]([C:11](=[O:16])[C:12]([F:15])([F:14])[F:13])[CH2:9][CH2:10][C:4]=2[C:3]=1[NH:41][CH2:40][C:39]1[CH:42]=[CH:43][C:36]([O:35][CH:33]([C:27]2[CH:32]=[CH:31][CH:30]=[CH:29][CH:28]=2)[CH3:34])=[CH:37][CH:38]=1. Given the reactants [Cl:1][C:2]1[CH:18]=[CH:17][C:5]2[CH2:6][CH2:7][N:8]([C:11](=[O:16])[C:12]([F:15])([F:14])[F:13])[CH2:9][CH2:10][C:4]=2[C:3]=1OS(C(F)(F)F)(=O)=O.[C:27]1([CH:33]([O:35][C:36]2[CH:43]=[CH:42][C:39]([CH2:40][NH2:41])=[CH:38][CH:37]=2)[CH3:34])[CH:32]=[CH:31][CH:30]=[CH:29][CH:28]=1, predict the reaction product. (5) The product is: [CH3:53][N:50]1[CH2:51][CH2:52][CH:47]([C:45]2[CH:44]=[CH:43][C:35]([C:36]([O:38][C:39]([CH3:42])([CH3:40])[CH3:41])=[O:37])=[C:34]([NH:33][CH:11]3[CH2:12][CH2:13][O:8][CH2:9][CH2:10]3)[CH:46]=2)[CH2:48][CH2:49]1. Given the reactants FC(F)(F)C(O)=O.[O:8]1[CH2:13][CH2:12][C:11](=O)[CH2:10][CH2:9]1.C(O[BH-](OC(=O)C)OC(=O)C)(=O)C.C[N+](C)(C)C.[NH2:33][C:34]1[CH:46]=[C:45]([CH:47]2[CH2:52][CH2:51][N:50]([CH3:53])[CH2:49][CH2:48]2)[CH:44]=[CH:43][C:35]=1[C:36]([O:38][C:39]([CH3:42])([CH3:41])[CH3:40])=[O:37], predict the reaction product.